Dataset: Catalyst prediction with 721,799 reactions and 888 catalyst types from USPTO. Task: Predict which catalyst facilitates the given reaction. Reactant: [Br:1][C:2]1[CH:3]=[C:4]([C:8]([NH:10][CH:11]2[CH2:16][CH2:15][N:14]([C:17]3[CH:18]=[C:19]([CH:24]=[C:25]([Cl:27])[N:26]=3)[C:20]([O:22]C)=[O:21])[CH2:13][CH2:12]2)=[O:9])[NH:5][C:6]=1[CH3:7].[OH-].[Li+].Cl. Product: [Br:1][C:2]1[CH:3]=[C:4]([C:8]([NH:10][CH:11]2[CH2:16][CH2:15][N:14]([C:17]3[CH:18]=[C:19]([CH:24]=[C:25]([Cl:27])[N:26]=3)[C:20]([OH:22])=[O:21])[CH2:13][CH2:12]2)=[O:9])[NH:5][C:6]=1[CH3:7]. The catalyst class is: 1.